Dataset: Catalyst prediction with 721,799 reactions and 888 catalyst types from USPTO. Task: Predict which catalyst facilitates the given reaction. (1) Reactant: [OH2:1].CN(C)C=[CH:5][C:6]1[CH:15]=[CH:14][C:9]([C:10]([O:12][CH3:13])=[O:11])=[CH:8][C:7]=1[N+:16]([O-:18])=[O:17]. Product: [CH:5]([C:6]1[CH:15]=[CH:14][C:9]([C:10]([O:12][CH3:13])=[O:11])=[CH:8][C:7]=1[N+:16]([O-:18])=[O:17])=[O:1]. The catalyst class is: 1. (2) Reactant: [CH:1]1[C:6]([CH:7]=O)=[CH:5][C:4]2[O:9][CH2:10][O:11][C:3]=2[CH:2]=1.[CH3:12][C:13]([C:15]1[CH:20]=[C:19]([O:21][CH3:22])[CH:18]=[C:17]([O:23][CH3:24])[CH:16]=1)=[O:14].[OH-].[Na+]. Product: [CH2:10]1[O:11][C:3]2[CH:2]=[CH:1][C:6](/[CH:7]=[CH:12]/[C:13]([C:15]3[CH:16]=[C:17]([O:23][CH3:24])[CH:18]=[C:19]([O:21][CH3:22])[CH:20]=3)=[O:14])=[CH:5][C:4]=2[O:9]1. The catalyst class is: 5. (3) Reactant: [F:1][C:2]1[CH:3]=[CH:4][C:5]([CH2:40][C:41]([O:43][CH3:44])=[O:42])=[C:6]([C:8]#[C:9][C:10]2[C:15]([C:16]([F:19])([F:18])[F:17])=[CH:14][N:13]=[C:12]([NH:20][C:21]3[CH:26]=[CH:25][C:24]([CH:27]4[CH2:32][CH2:31][N:30]([C:33]([O:35][C:36]([CH3:39])([CH3:38])[CH3:37])=[O:34])[CH2:29][CH2:28]4)=[CH:23][CH:22]=3)[N:11]=2)[CH:7]=1. Product: [F:1][C:2]1[CH:3]=[CH:4][C:5]([CH2:40][C:41]([O:43][CH3:44])=[O:42])=[C:6]([CH:7]=1)[CH2:8][CH2:9][C:10]1[C:15]([C:16]([F:18])([F:19])[F:17])=[CH:14][N:13]=[C:12]([NH:20][C:21]2[CH:22]=[CH:23][C:24]([CH:27]3[CH2:28][CH2:29][N:30]([C:33]([O:35][C:36]([CH3:38])([CH3:39])[CH3:37])=[O:34])[CH2:31][CH2:32]3)=[CH:25][CH:26]=2)[N:11]=1. The catalyst class is: 99. (4) Reactant: [CH2:1]([C:8]1[NH:17][C:11]2=[N:12][CH:13]=[C:14](Br)[CH:15]=[C:10]2[N:9]=1)[C:2]1[CH:7]=[CH:6][CH:5]=[CH:4][CH:3]=1.CCN(CC)CC.[C:25](#[N:30])[CH2:26][CH2:27][C:28]#[CH:29]. Product: [CH2:1]([C:8]1[NH:17][C:11]2=[N:12][CH:13]=[C:14]([C:29]#[C:28][CH2:27][CH2:26][C:25]#[N:30])[CH:15]=[C:10]2[N:9]=1)[C:2]1[CH:7]=[CH:6][CH:5]=[CH:4][CH:3]=1. The catalyst class is: 555.